From a dataset of Forward reaction prediction with 1.9M reactions from USPTO patents (1976-2016). Predict the product of the given reaction. (1) Given the reactants [F:1][C:2]1[CH:3]=[C:4]2[C:8](=[CH:9][CH:10]=1)[NH:7][CH:6]=[CH:5]2.[H-].[Na+].[C:13]([Si:17](Cl)([CH3:19])[CH3:18])([CH3:16])([CH3:15])[CH3:14].O, predict the reaction product. The product is: [C:13]([Si:17]([CH3:19])([CH3:18])[N:7]1[C:8]2[C:4](=[CH:3][C:2]([F:1])=[CH:10][CH:9]=2)[CH:5]=[CH:6]1)([CH3:16])([CH3:15])[CH3:14]. (2) Given the reactants [Cl:1][C:2]1[CH:3]=[N:4][CH:5]=[C:6]([CH:11]=1)[C:7](Cl)=[N:8][OH:9].[C:12]([C:14]1[CH:19]=[CH:18][CH:17]=[C:16]([CH3:20])[CH:15]=1)#[CH:13].N, predict the reaction product. The product is: [Cl:1][C:2]1[CH:11]=[C:6]([C:7]2[CH:13]=[C:12]([C:14]3[CH:15]=[C:16]([CH3:20])[CH:17]=[CH:18][CH:19]=3)[O:9][N:8]=2)[CH:5]=[N:4][CH:3]=1. (3) The product is: [Cl:1][C:2]1[CH:3]=[CH:4][C:5]([CH2:8][O:9][C:10]2[CH:15]=[CH:14][N:13]([C:18]3[CH:23]=[N:22][C:21]([N:24]4[CH2:28][CH2:27][CH:26]([N:29]([CH3:33])[CH:30]([CH3:31])[CH3:32])[CH2:25]4)=[CH:20][CH:19]=3)[C:12](=[O:16])[CH:11]=2)=[N:6][CH:7]=1. Given the reactants [Cl:1][C:2]1[CH:3]=[CH:4][C:5]([CH2:8][O:9][C:10]2[CH:15]=[CH:14][NH:13][C:12](=[O:16])[CH:11]=2)=[N:6][CH:7]=1.Br[C:18]1[CH:19]=[CH:20][C:21]([N:24]2[CH2:28][CH2:27][CH:26]([N:29]([CH3:33])[CH:30]([CH3:32])[CH3:31])[CH2:25]2)=[N:22][CH:23]=1.[C@@H]1(N)CCCC[C@H]1N.[Na+].[I-].C([O-])([O-])=O.[K+].[K+], predict the reaction product. (4) The product is: [C:12]1([S:18]([N:1]2[C:9]3[CH:8]=[CH:7][CH:6]=[C:5]([CH:10]=[O:11])[C:4]=3[CH:3]=[CH:2]2)(=[O:20])=[O:19])[CH:17]=[CH:16][CH:15]=[CH:14][CH:13]=1. Given the reactants [NH:1]1[C:9]2[CH:8]=[CH:7][CH:6]=[C:5]([CH:10]=[O:11])[C:4]=2[CH:3]=[CH:2]1.[C:12]1([S:18](Cl)(=[O:20])=[O:19])[CH:17]=[CH:16][CH:15]=[CH:14][CH:13]=1.[OH-].[Na+], predict the reaction product.